This data is from Catalyst prediction with 721,799 reactions and 888 catalyst types from USPTO. The task is: Predict which catalyst facilitates the given reaction. (1) Reactant: [C:1]([Si:5]([O:8][CH:9]([C:23]1[CH:28]=[CH:27][CH:26]=[C:25]([Cl:29])[CH:24]=1)[C:10]1[CH:14]=[C:13]([CH:15]2OCC[O:16]2)[S:12][C:11]=1[CH2:20][O:21][CH3:22])([CH3:7])[CH3:6])([CH3:4])([CH3:3])[CH3:2]. Product: [Si:5]([O:8][CH:9]([C:23]1[CH:28]=[CH:27][CH:26]=[C:25]([Cl:29])[CH:24]=1)[C:10]1[CH:14]=[C:13]([CH:15]=[O:16])[S:12][C:11]=1[CH2:20][O:21][CH3:22])([C:1]([CH3:3])([CH3:4])[CH3:2])([CH3:7])[CH3:6]. The catalyst class is: 21. (2) Reactant: COC1C=CC(P2(SP(C3C=CC(OC)=CC=3)(=S)S2)=[S:10])=CC=1.[F:23][C:24]1[CH:25]=[C:26]([C:31](=O)[CH2:32][NH:33][C:34](=O)[CH2:35][CH2:36][C:37]2[N:38](S(N(C)C)(=O)=O)[CH:39]=[C:40]([CH2:42][C:43]([CH3:47])([CH3:46])[CH2:44][CH3:45])[N:41]=2)[CH:27]=[CH:28][C:29]=1[F:30]. Product: [F:23][C:24]1[CH:25]=[C:26]([C:31]2[S:10][C:34]([CH2:35][CH2:36][C:37]3[NH:41][C:40]([CH2:42][C:43]([CH3:47])([CH3:46])[CH2:44][CH3:45])=[CH:39][N:38]=3)=[N:33][CH:32]=2)[CH:27]=[CH:28][C:29]=1[F:30]. The catalyst class is: 11. (3) Reactant: C(OC([NH:8][CH2:9][C@H:10]1[CH2:15][CH2:14][C@H:13]([C:16]([NH:18][C@@H:19]([CH2:43][C:44]2[CH:49]=[CH:48][C:47]([C:50]3[CH:55]=[CH:54][C:53]([C:56](=[O:65])[NH:57][CH:58]4[CH2:63][CH2:62][N:61]([CH3:64])[CH2:60][CH2:59]4)=[CH:52][C:51]=3[CH3:66])=[CH:46][CH:45]=2)[C:20]([NH:22][C:23]2[CH:28]=[CH:27][C:26]([C:29]3[NH:33][N:32]=[C:31]([C:34]([F:42])([F:41])[C:35]([F:40])([F:39])[C:36]([OH:38])=[O:37])[N:30]=3)=[CH:25][CH:24]=2)=[O:21])=[O:17])[CH2:12][CH2:11]1)=O)(C)(C)C.[ClH:67]. Product: [ClH:67].[NH2:8][CH2:9][C@H:10]1[CH2:11][CH2:12][C@H:13]([C:16]([NH:18][C@@H:19]([CH2:43][C:44]2[CH:45]=[CH:46][C:47]([C:50]3[CH:55]=[CH:54][C:53]([C:56](=[O:65])[NH:57][CH:58]4[CH2:59][CH2:60][N:61]([CH3:64])[CH2:62][CH2:63]4)=[CH:52][C:51]=3[CH3:66])=[CH:48][CH:49]=2)[C:20]([NH:22][C:23]2[CH:28]=[CH:27][C:26]([C:29]3[NH:33][N:32]=[C:31]([C:34]([F:42])([F:41])[C:35]([F:39])([F:40])[C:36]([OH:38])=[O:37])[N:30]=3)=[CH:25][CH:24]=2)=[O:21])=[O:17])[CH2:14][CH2:15]1. The catalyst class is: 12. (4) Reactant: F[C:2]1[C:7]([Cl:8])=[CH:6][CH:5]=[CH:4][C:3]=1[C:9]([C:11]1[CH:16]=[CH:15][C:14]([O:17][CH3:18])=[CH:13][C:12]=1[CH3:19])=O.O.[NH2:21][NH2:22]. Product: [Cl:8][C:7]1[CH:6]=[CH:5][CH:4]=[C:3]2[C:2]=1[NH:22][N:21]=[C:9]2[C:11]1[CH:16]=[CH:15][C:14]([O:17][CH3:18])=[CH:13][C:12]=1[CH3:19]. The catalyst class is: 142. (5) Reactant: C(O)(C(F)(F)F)=O.[CH3:8][C@@H:9]1[CH2:26][CH2:25][CH2:24][C@H:23]([NH:27]C(=O)OC(C)(C)C)[C:22]2[CH:35]=[C:18]([CH:19]=[CH:20][N:21]=2)[C:17]2[N:16]=[CH:15][CH:14]=[CH:13][C:12]=2[NH:11][C:10]1=[O:36]. Product: [NH2:27][C@@H:23]1[C:22]2[CH:35]=[C:18]([CH:19]=[CH:20][N:21]=2)[C:17]2[N:16]=[CH:15][CH:14]=[CH:13][C:12]=2[NH:11][C:10](=[O:36])[C@H:9]([CH3:8])[CH2:26][CH2:25][CH2:24]1. The catalyst class is: 2. (6) Reactant: Cl[C:2]1[C:7]([NH2:8])=[C:6]([Cl:9])[N:5]=[C:4]([CH3:10])[N:3]=1.[CH3:11][S:12][CH2:13][CH2:14][NH2:15].C(N(CC)CC)C. Product: [Cl:9][C:6]1[N:5]=[C:4]([CH3:10])[N:3]=[C:2]([NH:15][CH2:14][CH2:13][S:12][CH3:11])[C:7]=1[NH2:8]. The catalyst class is: 32. (7) Product: [Cl:16][CH2:17][C:18]1[N:11]=[C:9](/[CH:8]=[CH:7]/[C:6]2[CH:5]=[CH:4][C:3]([C:2]([F:14])([F:15])[F:1])=[CH:13][CH:12]=2)[O:10][CH:20]=1. Reactant: [F:1][C:2]([F:15])([F:14])[C:3]1[CH:13]=[CH:12][C:6]([CH:7]=[CH:8][C:9]([NH2:11])=[O:10])=[CH:5][CH:4]=1.[Cl:16][CH2:17][C:18]([CH2:20]Cl)=O.C1(C)C=CC=CC=1. The catalyst class is: 13. (8) Reactant: Cl[C:2]1[N:7]2[N:8]=[CH:9][CH:10]=[C:6]2[N:5]=[C:4]([S:11][CH3:12])[C:3]=1[C:13]#[N:14].[CH2:15]([NH2:21])[C:16]1[O:20][CH:19]=[CH:18][CH:17]=1.C(N(CC)CC)C.O. Product: [CH2:15]([NH:21][C:2]1[N:7]2[N:8]=[CH:9][CH:10]=[C:6]2[N:5]=[C:4]([S:11][CH3:12])[C:3]=1[C:13]#[N:14])[C:16]1[O:20][CH:19]=[CH:18][CH:17]=1. The catalyst class is: 1. (9) Reactant: [NH2:1][C:2]1[CH:7]=[C:6]([CH3:8])[CH:5]=[CH:4][N:3]=1.[C:9]([O:13][C:14](O[C:14]([O:13][C:9]([CH3:12])([CH3:11])[CH3:10])=[O:15])=[O:15])([CH3:12])([CH3:11])[CH3:10]. Product: [C:9]([O:13][C:14](=[O:15])[NH:1][C:2]1[CH:7]=[C:6]([CH3:8])[CH:5]=[CH:4][N:3]=1)([CH3:12])([CH3:11])[CH3:10]. The catalyst class is: 1.